This data is from Full USPTO retrosynthesis dataset with 1.9M reactions from patents (1976-2016). The task is: Predict the reactants needed to synthesize the given product. (1) Given the product [CH2:16]([O:20][C:7]1[CH:15]=[CH:14][C:10]([C:11]([OH:13])=[O:12])=[CH:9][N:8]=1)[C:17]#[C:18][CH3:19], predict the reactants needed to synthesize it. The reactants are: CN(C)C=O.Cl[C:7]1[CH:15]=[CH:14][C:10]([C:11]([OH:13])=[O:12])=[CH:9][N:8]=1.[CH2:16]([OH:20])[C:17]#[C:18][CH3:19].[H-].[Na+]. (2) Given the product [Br:27][C:28]1[CH:37]=[CH:36][C:31]([C:32]([NH:34][NH:35][C:15]([NH:1][CH2:2][C@@H:3]2[CH2:7][CH2:6][N:5]([C:8]([O:10][C:11]([CH3:14])([CH3:13])[CH3:12])=[O:9])[CH2:4]2)=[S:16])=[O:33])=[CH:30][CH:29]=1, predict the reactants needed to synthesize it. The reactants are: [NH2:1][CH2:2][C@@H:3]1[CH2:7][CH2:6][N:5]([C:8]([O:10][C:11]([CH3:14])([CH3:13])[CH3:12])=[O:9])[CH2:4]1.[C:15](N1C=CN=C1)(N1C=CN=C1)=[S:16].[Br:27][C:28]1[CH:37]=[CH:36][C:31]([C:32]([NH:34][NH2:35])=[O:33])=[CH:30][CH:29]=1.